From a dataset of Full USPTO retrosynthesis dataset with 1.9M reactions from patents (1976-2016). Predict the reactants needed to synthesize the given product. (1) The reactants are: [CH2:1]([C:5]1[N:6]=[C:7]([CH3:27])[NH:8][C:9](=[O:26])[C:10]=1[CH2:11][C:12]1[CH:17]=[CH:16][C:15]([C:18]2[C:19]([C:24]#[N:25])=[CH:20][CH:21]=[CH:22][CH:23]=2)=[CH:14][CH:13]=1)[CH2:2][CH2:3][CH3:4].C(=O)([O-])[O-].[Cs+].[Cs+].Br[CH:35]([C:37]1[CH:42]=[CH:41][CH:40]=[CH:39][CH:38]=1)[CH3:36].CN(C)C(=O)C. Given the product [CH2:1]([C:5]1[N:6]=[C:7]([CH3:27])[N:8]([CH:35]([C:37]2[CH:42]=[CH:41][CH:40]=[CH:39][CH:38]=2)[CH3:36])[C:9](=[O:26])[C:10]=1[CH2:11][C:12]1[CH:17]=[CH:16][C:15]([C:18]2[C:19]([C:24]#[N:25])=[CH:20][CH:21]=[CH:22][CH:23]=2)=[CH:14][CH:13]=1)[CH2:2][CH2:3][CH3:4], predict the reactants needed to synthesize it. (2) Given the product [Br:1][C:2]1[N:3]=[CH:4][C:5]2[CH:6]=[CH:7][N:8]([CH:14]([CH2:16][CH3:17])[CH3:15])[C:9]=2[CH:10]=1, predict the reactants needed to synthesize it. The reactants are: [Br:1][C:2]1[CH:10]=[C:9]2[C:5]([CH:6]=[CH:7][NH:8]2)=[CH:4][N:3]=1.[H-].[Na+].Br[CH:14]([CH2:16][CH3:17])[CH3:15]. (3) Given the product [O:1]=[C:2]1[C:7]2[CH:8]=[CH:9][CH:10]=[CH:11][C:6]=2[S:5][C:4]([C:12]2[N:17]=[C:16]([CH2:18][CH2:19][C:20]([N:22]3[CH2:26][CH2:25][CH2:24][C@H:23]3[C:27]([OH:29])=[O:28])=[O:21])[CH:15]=[CH:14][CH:13]=2)=[N:3]1, predict the reactants needed to synthesize it. The reactants are: [O:1]=[C:2]1[C:7]2[CH:8]=[CH:9][CH:10]=[CH:11][C:6]=2[S:5][C:4]([C:12]2[N:17]=[C:16]([CH2:18][CH2:19][C:20]([N:22]3[CH2:26][CH2:25][CH2:24][CH:23]3[C:27]([O:29]C(C)(C)C)=[O:28])=[O:21])[CH:15]=[CH:14][CH:13]=2)=[N:3]1.C(OC(C)C)(C)C. (4) Given the product [F:1][C:2]1([F:31])[CH2:4][CH:3]1[CH2:5][O:6][C:7]1[CH:12]=[CH:11][C:10]([S:13]([CH2:16][CH3:17])(=[O:14])=[O:15])=[CH:9][C:8]=1[C:18]1[C:19]2[CH:28]=[C:27]([CH2:29][N:41]3[CH2:42][CH2:43][N:38]([C:35]4[CH:36]=[CH:37][N:32]=[CH:33][CH:34]=4)[CH2:39][CH2:40]3)[NH:26][C:20]=2[C:21](=[O:25])[N:22]([CH3:24])[CH:23]=1, predict the reactants needed to synthesize it. The reactants are: [F:1][C:2]1([F:31])[CH2:4][CH:3]1[CH2:5][O:6][C:7]1[CH:12]=[CH:11][C:10]([S:13]([CH2:16][CH3:17])(=[O:15])=[O:14])=[CH:9][C:8]=1[C:18]1[C:19]2[CH:28]=[C:27]([CH:29]=O)[NH:26][C:20]=2[C:21](=[O:25])[N:22]([CH3:24])[CH:23]=1.[N:32]1[CH:37]=[CH:36][C:35]([N:38]2[CH2:43][CH2:42][NH:41][CH2:40][CH2:39]2)=[CH:34][CH:33]=1. (5) The reactants are: C(O[C:9](=O)[N:10]([C@H:12]1[CH2:17][CH2:16][C@H:15]([CH2:18][CH2:19][CH2:20][CH2:21][CH2:22][Br:23])[CH2:14][CH2:13]1)C)C1C=CC=CC=1. Given the product [BrH:23].[Br:23][CH2:22][CH2:21][CH2:20][CH2:19][CH2:18][C@H:15]1[CH2:14][CH2:13][C@H:12]([NH:10][CH3:9])[CH2:17][CH2:16]1, predict the reactants needed to synthesize it.